From a dataset of Forward reaction prediction with 1.9M reactions from USPTO patents (1976-2016). Predict the product of the given reaction. (1) Given the reactants [Cl:1][C:2]1[C:7]([C:8]2[C:13]([Cl:14])=[CH:12][C:11]([Cl:15])=[CH:10][N:9]=2)=[C:6](Cl)[N:5]2[N:17]=[CH:18][C:19]([C:20]([O:22][CH3:23])=[O:21])=[C:4]2[N:3]=1.[CH:24]([NH2:27])([CH3:26])[CH3:25].C(=O)([O-])[O-].[K+].[K+], predict the reaction product. The product is: [Cl:1][C:2]1[C:7]([C:8]2[C:13]([Cl:14])=[CH:12][C:11]([Cl:15])=[CH:10][N:9]=2)=[C:6]([NH:27][CH:24]([CH3:26])[CH3:25])[N:5]2[N:17]=[CH:18][C:19]([C:20]([O:22][CH3:23])=[O:21])=[C:4]2[N:3]=1. (2) Given the reactants [C:1]([NH:4][C:5]1[S:6][C:7]([C:19]([O:21][CH2:22][CH3:23])=[O:20])=[C:8]([CH2:10][CH2:11][C:12]2[CH:17]=[CH:16][C:15]([NH2:18])=[CH:14][CH:13]=2)[N:9]=1)(=[O:3])[CH3:2].[C:24]([O:28][C:29](O[C:29]([O:28][C:24]([CH3:27])([CH3:26])[CH3:25])=[O:30])=[O:30])([CH3:27])([CH3:26])[CH3:25], predict the reaction product. The product is: [C:1]([NH:4][C:5]1[S:6][C:7]([C:19]([O:21][CH2:22][CH3:23])=[O:20])=[C:8]([CH2:10][CH2:11][C:12]2[CH:17]=[CH:16][C:15]([NH:18][C:29]([O:28][C:24]([CH3:27])([CH3:26])[CH3:25])=[O:30])=[CH:14][CH:13]=2)[N:9]=1)(=[O:3])[CH3:2]. (3) Given the reactants C[N:2]([CH3:28])/[CH:3]=[CH:4]/[C:5]([C:7]1[CH:12]=[CH:11][C:10]([N:13]2[CH2:18][C@@H:17]3[CH2:19][C@H:14]2[CH2:15][N:16]3C(OC(C)(C)C)=O)=[CH:9][C:8]=1[CH3:27])=O.[F:29][C:30]1[CH:35]=[CH:34][C:33]([C:36]2[C:37]([C:42]3[CH:47]=[CH:46][N:45]=[CH:44][CH:43]=3)=[N:38][NH:39]C=2N)=[CH:32][C:31]=1[O:48][CH3:49], predict the reaction product. The product is: [C@H:14]12[CH2:19][C@H:17]([NH:16][CH2:15]1)[CH2:18][N:13]2[C:10]1[CH:11]=[CH:12][C:7]([C:5]2[N:39]3[N:38]=[C:37]([C:42]4[CH:43]=[CH:44][N:45]=[CH:46][CH:47]=4)[C:36]([C:33]4[CH:34]=[CH:35][C:30]([F:29])=[C:31]([O:48][CH3:49])[CH:32]=4)=[C:28]3[N:2]=[CH:3][CH:4]=2)=[C:8]([CH3:27])[CH:9]=1. (4) Given the reactants [CH:1]#[C:2][CH2:3][NH:4][C@H:5]1[C:9]2[CH:10]=[CH:11][CH:12]=[CH:13][C:8]=2[CH2:7][CH2:6]1.[C:14]1([CH3:24])[CH:19]=[CH:18][C:17]([S:20]([OH:23])(=[O:22])=[O:21])=[CH:16][CH:15]=1, predict the reaction product. The product is: [CH:1]#[C:2][CH2:3][NH:4][C@H:5]1[C:9]2[CH:10]=[CH:11][CH:12]=[CH:13][C:8]=2[CH2:7][CH2:6]1.[S:20]([C:17]1[CH:18]=[CH:19][C:14]([CH3:24])=[CH:15][CH:16]=1)([O-:23])(=[O:22])=[O:21]. (5) Given the reactants [CH3:1][C:2]1([CH3:18])[CH2:6][O:5][C:4]([C:7]2[CH:12]=[CH:11][C:10]([O:13][C:14]([F:17])([F:16])[F:15])=[CH:9][CH:8]=2)=[N:3]1.[Li]CCCC.[Br:24]Br.C(=O)([O-])[O-].[Na+].[Na+].S([O-])([O-])(=O)=S.[Na+].[Na+], predict the reaction product. The product is: [Br:24][C:12]1[CH:11]=[C:10]([O:13][C:14]([F:17])([F:15])[F:16])[CH:9]=[CH:8][C:7]=1[C:4]1[O:5][CH2:6][C:2]([CH3:18])([CH3:1])[N:3]=1.